From a dataset of Peptide-MHC class I binding affinity with 185,985 pairs from IEDB/IMGT. Regression. Given a peptide amino acid sequence and an MHC pseudo amino acid sequence, predict their binding affinity value. This is MHC class I binding data. The peptide sequence is ILMNFHQKK. The MHC is HLA-B15:01 with pseudo-sequence HLA-B15:01. The binding affinity (normalized) is 0.